This data is from Full USPTO retrosynthesis dataset with 1.9M reactions from patents (1976-2016). The task is: Predict the reactants needed to synthesize the given product. (1) The reactants are: C[O:2][C:3](=[O:28])[C:4]([NH:7][C:8]1[CH:13]=[CH:12][CH:11]=[C:10]([CH:14]2[C:23]([CH3:25])([CH3:24])[CH2:22][C:21]3[C:16](=[CH:17][CH:18]=[C:19]([C:26]#[N:27])[CH:20]=3)[NH:15]2)[CH:9]=1)([CH3:6])[CH3:5].Cl. Given the product [C:26]([C:19]1[CH:20]=[C:21]2[C:16](=[CH:17][CH:18]=1)[NH:15][CH:14]([C:10]1[CH:9]=[C:8]([NH:7][C:4]([CH3:6])([CH3:5])[C:3]([OH:28])=[O:2])[CH:13]=[CH:12][CH:11]=1)[C:23]([CH3:25])([CH3:24])[CH2:22]2)#[N:27], predict the reactants needed to synthesize it. (2) Given the product [CH3:1][S:2]([N:5]1[CH2:10][CH2:9][CH:8]([CH2:11][N:12]([CH2:24][CH2:25][CH3:26])[CH:13]2[CH2:14][C:15]3[CH:16]=[C:17]([NH:23][C:27](=[O:31])[CH:28]([CH3:30])[CH3:29])[CH:18]=[CH:19][C:20]=3[CH2:21][CH2:22]2)[CH2:7][CH2:6]1)(=[O:4])=[O:3], predict the reactants needed to synthesize it. The reactants are: [CH3:1][S:2]([N:5]1[CH2:10][CH2:9][CH:8]([CH2:11][N:12]([CH2:24][CH2:25][CH3:26])[CH:13]2[CH2:22][CH2:21][C:20]3[C:15](=[CH:16][C:17]([NH2:23])=[CH:18][CH:19]=3)[CH2:14]2)[CH2:7][CH2:6]1)(=[O:4])=[O:3].[C:27](Cl)(=[O:31])[CH:28]([CH3:30])[CH3:29].